This data is from Retrosynthesis with 50K atom-mapped reactions and 10 reaction types from USPTO. The task is: Predict the reactants needed to synthesize the given product. (1) Given the product Nc1ncccc1-c1ccc(O)cc1, predict the reactants needed to synthesize it. The reactants are: Nc1ncccc1Br.OB(O)c1ccc(O)cc1. (2) Given the product CC(=O)C(CC(C)C)CN(C)C, predict the reactants needed to synthesize it. The reactants are: C=O.CC(=O)CCC(C)C.CNC. (3) Given the product C=CCC1(S(=O)(=O)n2c(=O)n(-c3ccc(Br)cc3F)c3c(C)c(=O)n4c(c32)CCC4)CC1, predict the reactants needed to synthesize it. The reactants are: C=CCC1(S(=O)(=O)Cl)CC1.Cc1c(=O)n2c(c3[nH]c(=O)n(-c4ccc(Br)cc4F)c13)CCC2. (4) Given the product CCCN(CC(C)Oc1cc(C)c(OCC(=O)OC(C)(C)C)c(C)c1)S(=O)(=O)c1sc2ccc(Cl)cc2c1C, predict the reactants needed to synthesize it. The reactants are: CCCN(CC(C)O)S(=O)(=O)c1sc2ccc(Cl)cc2c1C.Cc1cc(O)cc(C)c1OCC(=O)OC(C)(C)C. (5) Given the product CCOC(=O)C1CC1c1cccn2nc(C)nc12, predict the reactants needed to synthesize it. The reactants are: CCOC(=O)/C=C/c1cccn2nc(C)nc12.C[S+](C)(C)=O. (6) Given the product CCOC(=O)C1=C(CBr)NC(c2nc(C(F)(F)F)cs2)=NC1c1ccc(Cl)cc1Cl, predict the reactants needed to synthesize it. The reactants are: CCOC(=O)C1=C(C)NC(c2nc(C(F)(F)F)cs2)=NC1c1ccc(Cl)cc1Cl.O=C1CCC(=O)N1Br. (7) Given the product COc1cc2c(cc1N)N(C(=O)CN(C)C)CCC2, predict the reactants needed to synthesize it. The reactants are: COc1cc2c(cc1[N+](=O)[O-])N(C(=O)CN(C)C)CCC2.